The task is: Predict which catalyst facilitates the given reaction.. This data is from Catalyst prediction with 721,799 reactions and 888 catalyst types from USPTO. Reactant: [NH2:1][C:2]1[CH:18]=[CH:17][C:16]([O:19][Si:20]([C:23]([CH3:26])([CH3:25])[CH3:24])([CH3:22])[CH3:21])=[CH:15][C:3]=1[C:4]([NH:6][C:7]1[CH:12]=[CH:11][C:10]([O:13][CH3:14])=[CH:9][CH:8]=1)=[O:5].[C:27]([C:31]1[CH:39]=[CH:38][C:34]([C:35](Cl)=[O:36])=[CH:33][CH:32]=1)([CH3:30])([CH3:29])[CH3:28]. Product: [C:27]([C:31]1[CH:32]=[CH:33][C:34]([C:35]([NH:1][C:2]2[CH:18]=[CH:17][C:16]([O:19][Si:20]([C:23]([CH3:26])([CH3:25])[CH3:24])([CH3:22])[CH3:21])=[CH:15][C:3]=2[C:4]([NH:6][C:7]2[CH:8]=[CH:9][C:10]([O:13][CH3:14])=[CH:11][CH:12]=2)=[O:5])=[O:36])=[CH:38][CH:39]=1)([CH3:30])([CH3:28])[CH3:29]. The catalyst class is: 9.